This data is from Forward reaction prediction with 1.9M reactions from USPTO patents (1976-2016). The task is: Predict the product of the given reaction. (1) Given the reactants [CH3:1][N:2]1[CH2:7][CH2:6][NH:5][CH2:4][CH2:3]1.C[Si]([N:12]=[C:13]=[O:14])(C)C, predict the reaction product. The product is: [CH3:1][N:2]1[CH2:7][CH2:6][N:5]([C:13]([NH2:12])=[O:14])[CH2:4][CH2:3]1. (2) Given the reactants CC(C)([S@]([NH:6][C@H:7]([C:20]1[CH:25]=[CH:24][C:23]([F:26])=[CH:22][CH:21]=1)[C:8]1[CH:13]=[CH:12][C:11]([P:14]([CH3:19])(=[O:18])[O:15][CH2:16][CH3:17])=[CH:10][CH:9]=1)=O)C.[ClH:28].O1CCOCC1, predict the reaction product. The product is: [ClH:28].[NH2:6][C@H:7]([C:20]1[CH:21]=[CH:22][C:23]([F:26])=[CH:24][CH:25]=1)[C:8]1[CH:13]=[CH:12][C:11]([P:14]([CH3:19])(=[O:18])[O:15][CH2:16][CH3:17])=[CH:10][CH:9]=1.